This data is from Forward reaction prediction with 1.9M reactions from USPTO patents (1976-2016). The task is: Predict the product of the given reaction. Given the reactants C(NC(C)C)(C)C.C([Li])CCC.[C:13]([C:15]1[CH:20]=[CH:19][C:18]([O:21][CH3:22])=[C:17]([F:23])[CH:16]=1)#[CH:14].Cl[C:25]([O:27][CH2:28][CH3:29])=[O:26], predict the reaction product. The product is: [F:23][C:17]1[CH:16]=[C:15]([C:13]#[C:14][C:25]([O:27][CH2:28][CH3:29])=[O:26])[CH:20]=[CH:19][C:18]=1[O:21][CH3:22].